This data is from Catalyst prediction with 721,799 reactions and 888 catalyst types from USPTO. The task is: Predict which catalyst facilitates the given reaction. (1) Reactant: [CH3:1][C:2]1[O:3][C:4]([CH:8]=[O:9])=[C:5]([CH3:7])[N:6]=1.[CH3:10][Mg+].[Br-].Cl. Product: [CH3:1][C:2]1[O:3][C:4]([CH:8]([OH:9])[CH3:10])=[C:5]([CH3:7])[N:6]=1. The catalyst class is: 1. (2) Reactant: [CH3:1][N:2]([CH:10]1[CH2:15][CH2:14][NH:13][CH2:12][CH2:11]1)[C:3](=[O:9])[O:4][C:5]([CH3:8])([CH3:7])[CH3:6].[C:16](Cl)(=[O:27])[O:17][CH2:18][C:19]1[CH:24]=[C:23]([Cl:25])[CH:22]=[C:21]([Cl:26])[CH:20]=1.C(=O)(O)[O-].[Na+]. Product: [C:5]([O:4][C:3]([N:2]([CH3:1])[CH:10]1[CH2:11][CH2:12][N:13]([C:16]([O:17][CH2:18][C:19]2[CH:20]=[C:21]([Cl:26])[CH:22]=[C:23]([Cl:25])[CH:24]=2)=[O:27])[CH2:14][CH2:15]1)=[O:9])([CH3:8])([CH3:6])[CH3:7]. The catalyst class is: 2. (3) Reactant: [CH3:1][O:2][C:3]1[CH:8]=[CH:7][C:6]([S:9]([N:12]2[C:20]3[C:15](=[CH:16][C:17]([O:21][CH3:22])=[CH:18][CH:19]=3)[C:14]([CH:23]=[CH:24][C:25]([OH:27])=[O:26])=[CH:13]2)(=[O:11])=[O:10])=[CH:5][CH:4]=1. Product: [CH3:1][O:2][C:3]1[CH:8]=[CH:7][C:6]([S:9]([N:12]2[C:20]3[C:15](=[CH:16][C:17]([O:21][CH3:22])=[CH:18][CH:19]=3)[C:14]([CH2:23][CH2:24][C:25]([OH:27])=[O:26])=[CH:13]2)(=[O:10])=[O:11])=[CH:5][CH:4]=1. The catalyst class is: 123. (4) Reactant: [CH:1]1([S:4]([C:7]2[CH:12]=[CH:11][C:10]([CH:13]([NH:17][C:18]3[CH:23]=[CH:22][C:21]([F:24])=[CH:20][C:19]=3[F:25])[C:14](O)=[O:15])=[CH:9][CH:8]=2)(=[O:6])=[O:5])[CH2:3][CH2:2]1.[C:26]([O:30][C:31]([C:33]1[CH:34]=[N:35][C:36]([NH2:39])=[CH:37][CH:38]=1)=[O:32])([CH3:29])([CH3:28])[CH3:27].C1C=CC2N(O)N=NC=2C=1.CCN=C=NCCCN(C)C.CN1CCOCC1. Product: [CH:1]1([S:4]([C:7]2[CH:8]=[CH:9][C:10]([CH:13]([NH:17][C:18]3[CH:23]=[CH:22][C:21]([F:24])=[CH:20][C:19]=3[F:25])[C:14]([NH:39][C:36]3[N:35]=[CH:34][C:33]([C:31]([O:30][C:26]([CH3:29])([CH3:27])[CH3:28])=[O:32])=[CH:38][CH:37]=3)=[O:15])=[CH:11][CH:12]=2)(=[O:5])=[O:6])[CH2:2][CH2:3]1. The catalyst class is: 2. (5) Reactant: CCCP(=O)=O.O.Cl.[CH3:9][NH:10][C:11]1[CH:12]=[C:13]([CH:17]=[CH:18][N:19]=1)[C:14]([OH:16])=O.[CH3:9][NH:10][C:11]1[CH:12]=[C:13]([CH:17]=[CH:18][N:19]=1)[C:14]([OH:16])=O.Cl.C(N(CC)CC)C.Cl.[F:40][C:41]([F:55])([F:54])[C:42]1[CH:47]=[CH:46][C:45]([CH:48]2[CH2:53][CH2:52][CH2:51][NH:50][CH2:49]2)=[CH:44][CH:43]=1. Product: [CH3:9][NH:10][C:11]1[CH:12]=[C:13]([C:14]([N:50]2[CH2:51][CH2:52][CH2:53][CH:48]([C:45]3[CH:46]=[CH:47][C:42]([C:41]([F:40])([F:54])[F:55])=[CH:43][CH:44]=3)[CH2:49]2)=[O:16])[CH:17]=[CH:18][N:19]=1. The catalyst class is: 2. (6) Reactant: Cl[CH2:2][O:3][CH3:4].[Br:5][C:6]1[C:7]([F:13])=[C:8]([OH:12])[CH:9]=[CH:10][CH:11]=1.C(N(C(C)C)CC)(C)C. Product: [Br:5][C:6]1[CH:11]=[CH:10][CH:9]=[C:8]([O:12][CH2:2][O:3][CH3:4])[C:7]=1[F:13]. The catalyst class is: 1. (7) Reactant: Cl.[CH3:2][O:3][C:4]1[CH:5]=[C:6]([C:10]2[N:11]=[C:12]3[N:16]([C:17]=2[C:18]2[CH:23]=[CH:22][N:21]=[C:20]([NH:24][C@@H:25]4[CH2:30][CH2:29][CH2:28][NH:27][CH2:26]4)[N:19]=2)[CH:15]=[CH:14][S:13]3)[CH:7]=[CH:8][CH:9]=1.CCN(C(C)C)C(C)C.[Cl:40][C:41]1[CH:46]=[CH:45][C:44]([S:47](Cl)(=[O:49])=[O:48])=[CH:43][CH:42]=1. Product: [Cl:40][C:41]1[CH:46]=[CH:45][C:44]([S:47]([N:27]2[CH2:28][CH2:29][CH2:30][C@@H:25]([NH:24][C:20]3[N:19]=[C:18]([C:17]4[N:16]5[C:12]([S:13][CH:14]=[CH:15]5)=[N:11][C:10]=4[C:6]4[CH:7]=[CH:8][CH:9]=[C:4]([O:3][CH3:2])[CH:5]=4)[CH:23]=[CH:22][N:21]=3)[CH2:26]2)(=[O:49])=[O:48])=[CH:43][CH:42]=1. The catalyst class is: 2.